This data is from TCR-epitope binding with 47,182 pairs between 192 epitopes and 23,139 TCRs. The task is: Binary Classification. Given a T-cell receptor sequence (or CDR3 region) and an epitope sequence, predict whether binding occurs between them. (1) The epitope is RQLLFVVEV. The TCR CDR3 sequence is CASSTAGTGGPRASYNEQFF. Result: 1 (the TCR binds to the epitope). (2) The epitope is PKYVKQNTLKLAT. The TCR CDR3 sequence is CASTTQWGYAFF. Result: 1 (the TCR binds to the epitope). (3) The epitope is IVTDFSVIK. The TCR CDR3 sequence is CASSVVAGVGYEQYF. Result: 1 (the TCR binds to the epitope). (4) The epitope is KPLEFGATSAAL. The TCR CDR3 sequence is CASSSRRRGMNTEAFF. Result: 0 (the TCR does not bind to the epitope). (5) The epitope is ILHCANFNV. The TCR CDR3 sequence is CASSQDGGRAGEYADTQYF. Result: 1 (the TCR binds to the epitope). (6) The epitope is FLNRFTTTL. The TCR CDR3 sequence is CSAPPPGQGVYTDTQYF. Result: 0 (the TCR does not bind to the epitope).